From a dataset of Forward reaction prediction with 1.9M reactions from USPTO patents (1976-2016). Predict the product of the given reaction. Given the reactants [Cl:1][C:2]1[C:7]2[S:8][CH:9]=[CH:10][C:6]=2[CH:5]=[CH:4][CH:3]=1.B(OC(C)C)(OC(C)C)OC(C)C.C([Li])CCC.[Cl:29][C:30]1[N:35]=[C:34](Cl)[CH:33]=[CH:32][N:31]=1.C([O-])([O-])=O.[Na+].[Na+], predict the reaction product. The product is: [Cl:29][C:30]1[N:35]=[C:34]([C:9]2[S:8][C:7]3[C:2]([Cl:1])=[CH:3][CH:4]=[CH:5][C:6]=3[CH:10]=2)[CH:33]=[CH:32][N:31]=1.